Dataset: Peptide-MHC class I binding affinity with 185,985 pairs from IEDB/IMGT. Task: Regression. Given a peptide amino acid sequence and an MHC pseudo amino acid sequence, predict their binding affinity value. This is MHC class I binding data. (1) The peptide sequence is RSYMSFWCK. The MHC is HLA-A02:03 with pseudo-sequence HLA-A02:03. The binding affinity (normalized) is 0.0847. (2) The peptide sequence is FTLINWRSV. The MHC is HLA-A26:01 with pseudo-sequence HLA-A26:01. The binding affinity (normalized) is 0.0847. (3) The peptide sequence is TQTSTWFGF. The MHC is Mamu-A2201 with pseudo-sequence Mamu-A2201. The binding affinity (normalized) is 0.